Dataset: Full USPTO retrosynthesis dataset with 1.9M reactions from patents (1976-2016). Task: Predict the reactants needed to synthesize the given product. Given the product [CH:18]1[C:19]2[C:24](=[CH:23][CH:22]=[CH:21][CH:20]=2)[CH:25]=[CH:26][C:17]=1[CH:15]([O:14][C:10]1[CH:11]=[CH:12][CH:13]=[C:4]([C:3]([OH:27])=[O:2])[C:5]=1[C:6]([OH:8])=[O:7])[CH3:16], predict the reactants needed to synthesize it. The reactants are: C[O:2][C:3](=[O:27])[C:4]1[C:5](=[C:10]([O:14][CH:15]([C:17]2[CH:26]=[CH:25][C:24]3[C:19](=[CH:20][CH:21]=[CH:22][CH:23]=3)[CH:18]=2)[CH3:16])[CH:11]=[CH:12][CH:13]=1)[C:6]([O:8]C)=[O:7].[OH-].[Na+].